Regression. Given two drug SMILES strings and cell line genomic features, predict the synergy score measuring deviation from expected non-interaction effect. From a dataset of NCI-60 drug combinations with 297,098 pairs across 59 cell lines. (1) Drug 1: C1CC(=O)NC(=O)C1N2CC3=C(C2=O)C=CC=C3N. Drug 2: CCC1(CC2CC(C3=C(CCN(C2)C1)C4=CC=CC=C4N3)(C5=C(C=C6C(=C5)C78CCN9C7C(C=CC9)(C(C(C8N6C=O)(C(=O)OC)O)OC(=O)C)CC)OC)C(=O)OC)O.OS(=O)(=O)O. Cell line: OVCAR3. Synergy scores: CSS=5.37, Synergy_ZIP=-2.80, Synergy_Bliss=-3.01, Synergy_Loewe=-12.4, Synergy_HSA=-3.66. (2) Drug 1: CC12CCC3C(C1CCC2=O)CC(=C)C4=CC(=O)C=CC34C. Drug 2: C1CCC(C(C1)N)N.C(=O)(C(=O)[O-])[O-].[Pt+4]. Cell line: NCIH23. Synergy scores: CSS=57.4, Synergy_ZIP=-3.37, Synergy_Bliss=-5.91, Synergy_Loewe=-3.57, Synergy_HSA=-3.51.